This data is from Full USPTO retrosynthesis dataset with 1.9M reactions from patents (1976-2016). The task is: Predict the reactants needed to synthesize the given product. (1) Given the product [NH2:6][C:5]1[CH:10]=[CH:11][C:2]([Br:1])=[CH:3][C:4]=1[SH:8], predict the reactants needed to synthesize it. The reactants are: [Br:1][C:2]1[CH:11]=[CH:10][C:5]2[NH:6]C(=O)[S:8][C:4]=2[CH:3]=1.[OH-].[Na+].C(O)(=O)C. (2) Given the product [F:1][C:2]1[CH:3]=[C:4]([C@H:9]([C@@H:11]2[C@@H:18]3[C@@H:14]([O:15][C:16]([CH3:19])([CH3:20])[O:17]3)[C@H:13]([N:21]3[C:25]4[N:26]=[CH:27][N:28]=[C:29]([CH3:30])[C:24]=4[CH:23]=[CH:22]3)[O:12]2)[N:35]2[C:31](=[O:41])[C:32]3[C:33](=[CH:37][CH:38]=[CH:39][CH:40]=3)[C:34]2=[O:36])[CH:5]=[CH:6][C:7]=1[F:8], predict the reactants needed to synthesize it. The reactants are: [F:1][C:2]1[CH:3]=[C:4]([C@@H:9]([C@@H:11]2[C@@H:18]3[C@@H:14]([O:15][C:16]([CH3:20])([CH3:19])[O:17]3)[C@H:13]([N:21]3[C:25]4[N:26]=[CH:27][N:28]=[C:29]([CH3:30])[C:24]=4[CH:23]=[CH:22]3)[O:12]2)O)[CH:5]=[CH:6][C:7]=1[F:8].[C:31]1(=[O:41])[NH:35][C:34](=[O:36])[C:33]2=[CH:37][CH:38]=[CH:39][CH:40]=[C:32]12.C1(P(C2C=CC=CC=2)C2C=CC=CC=2)C=CC=CC=1.CC(OC(/N=N/C(OC(C)C)=O)=O)C. (3) The reactants are: [S:1]1[C:5]2=[CH:6][N:7]=[C:8](N)[CH:9]=[C:4]2[CH:3]=[CH:2]1.[FH:11].N1C=CC=CC=1.N([O-])=O.[Na+].[NH4+].[OH-]. Given the product [F:11][C:8]1[CH:9]=[C:4]2[CH:3]=[CH:2][S:1][C:5]2=[CH:6][N:7]=1, predict the reactants needed to synthesize it. (4) Given the product [CH3:17][O:16][CH2:15][CH:13]1[CH2:12][N:11]2[C:18]([CH3:22])=[C:19]([CH3:21])[N:20]=[C:10]2[C:9](=[O:8])[CH2:14]1, predict the reactants needed to synthesize it. The reactants are: C([O:8][C:9]1[C:10]2[N:11]([C:18]([CH3:22])=[C:19]([CH3:21])[N:20]=2)[CH:12]=[C:13]([CH2:15][O:16][CH3:17])[CH:14]=1)C1C=CC=CC=1.[H][H].